Dataset: Forward reaction prediction with 1.9M reactions from USPTO patents (1976-2016). Task: Predict the product of the given reaction. (1) Given the reactants [F:1][C:2]1[CH:7]=[CH:6][C:5]([F:8])=[CH:4][C:3]=1[CH:9]1[CH:13]=[CH:12][N:11]([C:14]([O:16][C:17]([CH3:20])([CH3:19])[CH3:18])=[O:15])[CH2:10]1.[F:21][C:22]1[CH:23]=[C:24](I)[CH:25]=[CH:26][CH:27]=1.C1([As](C2C=CC=CC=2)C2C=CC=CC=2)C=CC=CC=1.C(N(CCCC)CCCC)CCC.C([O-])(O)=O.[Na+], predict the reaction product. The product is: [F:1][C:2]1[CH:7]=[CH:6][C:5]([F:8])=[CH:4][C:3]=1[C:9]1[CH2:10][N:11]([C:14]([O:16][C:17]([CH3:20])([CH3:19])[CH3:18])=[O:15])[CH:12]([C:26]2[CH:25]=[CH:24][CH:23]=[C:22]([F:21])[CH:27]=2)[CH:13]=1. (2) The product is: [C:1]([NH:15][C:13]1[CH:14]=[C:9]([Cl:8])[C:10]([NH:17][C:18](=[O:33])[C:19]2[CH:24]=[CH:23][C:22]([O:25][CH3:26])=[C:21]([O:27][CH:28]3[CH2:29][CH2:30][CH2:31][CH2:32]3)[CH:20]=2)=[C:11]([Cl:16])[CH:12]=1)(=[O:3])[CH3:2]. Given the reactants [C:1](OC(=O)C)(=[O:3])[CH3:2].[Cl:8][C:9]1[CH:14]=[C:13]([NH2:15])[CH:12]=[C:11]([Cl:16])[C:10]=1[NH:17][C:18](=[O:33])[C:19]1[CH:24]=[CH:23][C:22]([O:25][CH3:26])=[C:21]([O:27][CH:28]2[CH2:32][CH2:31][CH2:30][CH2:29]2)[CH:20]=1, predict the reaction product. (3) Given the reactants C(OC(=O)[NH:7][C:8]1[CH:13]=[C:12]([N:14]([CH3:18])[CH2:15][CH2:16][CH3:17])[C:11]([C:19]([F:22])([F:21])[F:20])=[CH:10][C:9]=1[NH2:23])(C)(C)C.C(O[C:30](=[O:53])[CH2:31][C:32](=O)[C:33]1[CH:38]=[CH:37][CH:36]=[C:35]([C:39]2[S:40][CH:41]=[C:42]([CH2:44][O:45]C3CCCCO3)[N:43]=2)[CH:34]=1)(C)(C)C.C(O)(C(F)(F)F)=O, predict the reaction product. The product is: [OH:45][CH2:44][C:42]1[N:43]=[C:39]([C:35]2[CH:34]=[C:33]([C:32]3[CH2:31][C:30](=[O:53])[NH:23][C:9]4[CH:10]=[C:11]([C:19]([F:20])([F:21])[F:22])[C:12]([N:14]([CH3:18])[CH2:15][CH2:16][CH3:17])=[CH:13][C:8]=4[N:7]=3)[CH:38]=[CH:37][CH:36]=2)[S:40][CH:41]=1. (4) Given the reactants [CH3:1][C:2]1([CH3:9])[CH2:7][CH2:6][C:5](=[O:8])[CH2:4][CH2:3]1.C(O)(=O)C[C:12](CC(O)=O)(C(O)=O)[OH:13], predict the reaction product. The product is: [CH3:1][C:2]1([CH3:9])[CH2:7][CH:6]([CH:12]=[O:13])[C:5](=[O:8])[CH2:4][CH2:3]1. (5) Given the reactants C(OC([N:8]1[CH2:13][C@@H:12]([O:14][S:15]([C:18]2[CH:23]=[CH:22][C:21]([C:24]([F:27])([F:26])[F:25])=[CH:20][CH:19]=2)(=[O:17])=[O:16])[CH2:11][CH2:10][C@H:9]1[C:28]([O:30]C(C)(C)C)=[O:29])=O)(C)(C)C, predict the reaction product. The product is: [F:27][C:24]([F:25])([F:26])[C:21]1[CH:22]=[CH:23][C:18]([S:15]([O:14][C@@H:12]2[CH2:13][NH:8][C@H:9]([C:28]([OH:30])=[O:29])[CH2:10][CH2:11]2)(=[O:16])=[O:17])=[CH:19][CH:20]=1. (6) Given the reactants C[O:2][C:3](=O)[CH2:4][C:5]1[CH:6]=[C:7]2[C:12](=[CH:13][C:14]=1[F:15])[N:11]=[CH:10][CH:9]=[CH:8]2.O.[NH2:18][NH2:19], predict the reaction product. The product is: [F:15][C:14]1[CH:13]=[C:12]2[C:7]([CH:8]=[CH:9][CH:10]=[N:11]2)=[CH:6][C:5]=1[CH2:4][C:3]([NH:18][NH2:19])=[O:2]. (7) The product is: [Br:13][C:7]1[CH:8]=[CH:9][C:10]([OH:12])=[CH:11][C:6]=1[CH2:5][CH2:4][CH2:3][OH:2]. Given the reactants C[O:2][C:3](=O)[CH2:4][CH2:5][C:6]1[CH:11]=[C:10]([OH:12])[CH:9]=[CH:8][C:7]=1[Br:13].[H-].[H-].[H-].[H-].[Li+].[Al+3].C([O-])(O)=O.[Na+], predict the reaction product.